This data is from Forward reaction prediction with 1.9M reactions from USPTO patents (1976-2016). The task is: Predict the product of the given reaction. The product is: [Cl:18][C:19]1[C:23]([Cl:24])=[C:22]([C:25]([O:26][CH2:15][N:12]2[C:13]([CH3:14])=[CH:1][C:2]([CH3:6])=[N:3]2)=[O:17])[S:21][N:20]=1. Given the reactants [CH3:1][C:2]1(CO)[CH:6]=C(C)N=[N:3]1.C([N:12]([CH2:15]C)[CH2:13][CH3:14])C.[OH2:17].[Cl:18][C:19]1[C:23]([Cl:24])=[C:22]([C:25](Cl)=[O:26])[S:21][N:20]=1.C(Cl)Cl, predict the reaction product.